This data is from Catalyst prediction with 721,799 reactions and 888 catalyst types from USPTO. The task is: Predict which catalyst facilitates the given reaction. (1) Reactant: [OH:1][C:2]1[CH:12]=[CH:11][C:5]([CH:6]=[CH:7][C:8]([OH:10])=[O:9])=[CH:4][CH:3]=1.N1C=CN=C1.[Si:18](Cl)([C:21]([CH3:24])([CH3:23])[CH3:22])([CH3:20])[CH3:19]. Product: [Si:18]([O:1][C:2]1[CH:3]=[CH:4][C:5](/[CH:6]=[CH:7]/[C:8]([OH:10])=[O:9])=[CH:11][CH:12]=1)([C:21]([CH3:24])([CH3:23])[CH3:22])([CH3:20])[CH3:19]. The catalyst class is: 9. (2) Reactant: Cl[C:2]([O:4][CH2:5][CH3:6])=[O:3].C(N(CC)CC)C.[OH:14][CH2:15][C@@H:16]1[O:20][C:19](=[O:21])[N:18]([C:22]2[CH:31]=[C:30]3[C:25]([CH:26]=[C:27]([C:33]4[CH:38]=[CH:37][CH:36]=[CH:35][C:34]=4[C:39]([F:42])([F:41])[F:40])[NH:28][C:29]3=[O:32])=[CH:24][CH:23]=2)[CH2:17]1.[Cl-].[NH4+]. Product: [O:21]=[C:19]1[N:18]([C:22]2[CH:31]=[C:30]3[C:25]([CH:26]=[C:27]([C:33]4[CH:38]=[CH:37][CH:36]=[CH:35][C:34]=4[C:39]([F:41])([F:40])[F:42])[NH:28][C:29]3=[O:32])=[CH:24][CH:23]=2)[CH2:17][C@H:16]([CH2:15][O:14][C:2](=[O:3])[O:4][CH2:5][CH3:6])[O:20]1. The catalyst class is: 4.